This data is from Catalyst prediction with 721,799 reactions and 888 catalyst types from USPTO. The task is: Predict which catalyst facilitates the given reaction. (1) Product: [F:11][C:8]1[CH:9]=[CH:10][C:2]2[NH:1][C:13](=[O:15])[O:5][C:4](=[O:6])[C:3]=2[CH:7]=1. Reactant: [NH2:1][C:2]1[CH:10]=[CH:9][C:8]([F:11])=[CH:7][C:3]=1[C:4]([OH:6])=[O:5].Cl[C:13](Cl)([O:15]C(=O)OC(Cl)(Cl)Cl)Cl.N1C=CC=CC=1. The catalyst class is: 245. (2) Reactant: [CH3:1][C:2]1[N:3]=[C:4]([NH:12][C:13](=[O:15])[CH3:14])[S:5][C:6]=1[C:7]1[CH:11]=[CH:10][S:9][CH:8]=1.[Cl:16]N1C(=O)CCC1=O. Product: [Cl:16][C:8]1[S:9][CH:10]=[CH:11][C:7]=1[C:6]1[S:5][C:4]([NH:12][C:13](=[O:15])[CH3:14])=[N:3][C:2]=1[CH3:1]. The catalyst class is: 10.